The task is: Predict which catalyst facilitates the given reaction.. This data is from Catalyst prediction with 721,799 reactions and 888 catalyst types from USPTO. (1) Reactant: [N+:1]([CH2:4][CH2:5][CH:6]=[O:7])([O-:3])=[O:2].[CH2:8](O)[CH2:9][OH:10].O.C1(C)C=CC(S(O)(=O)=O)=CC=1. Product: [N+:1]([CH2:4][CH2:5][CH:6]1[O:10][CH2:9][CH2:8][O:7]1)([O-:3])=[O:2]. The catalyst class is: 11. (2) The catalyst class is: 4. Product: [NH2:30][C:29]1[N:25]([CH2:24][CH2:23][NH:15][C:12]2[N:13]=[CH:14][C:9]([NH:8][C:6](=[O:7])[C:5]3[CH:50]=[CH:51][C:2]([Cl:1])=[CH:3][C:4]=3[N:52]([CH3:53])[CH3:54])=[CH:10][CH:11]=2)[N:26]=[CH:27][CH:28]=1. Reactant: [Cl:1][C:2]1[CH:51]=[CH:50][C:5]([C:6]([NH:8][C:9]2[CH:10]=[CH:11][C:12]([N:15]([CH2:23][CH2:24][N:25]3[C:29]([NH:30]C(C4C=CC=CC=4)(C4C=CC=CC=4)C4C=CC=CC=4)=[CH:28][CH:27]=[N:26]3)C(=O)OC(C)(C)C)=[N:13][CH:14]=2)=[O:7])=[C:4]([N:52]([CH3:54])[CH3:53])[CH:3]=1.FC(F)(F)C(O)=O.